Task: Predict the reaction yield, written as a fraction of the theoretical maximum amount of product (1.0 means a 100% yield; for example, 0.34 means a 34% yield).. Dataset: Reaction yield outcomes from USPTO patents with 853,638 reactions (1) The catalyst is C(#N)C. The yield is 0.770. The product is [C:1]([C:3]1[C:11]2[C:6](=[CH:7][CH:8]=[C:9]([C:12]3[CH:17]=[N:16][CH:15]=[C:14]4[N:18]([C:21]([O:23][C:24]([CH3:27])([CH3:26])[CH3:25])=[O:22])[CH:19]=[CH:20][C:13]=34)[CH:10]=2)[N:5]([CH:28]2[CH2:33][CH2:32][CH2:31][CH2:30][O:29]2)[N:4]=1)#[N:36]. The reactants are [CH:1]([C:3]1[C:11]2[C:6](=[CH:7][CH:8]=[C:9]([C:12]3[CH:17]=[N:16][CH:15]=[C:14]4[N:18]([C:21]([O:23][C:24]([CH3:27])([CH3:26])[CH3:25])=[O:22])[CH:19]=[CH:20][C:13]=34)[CH:10]=2)[N:5]([CH:28]2[CH2:33][CH2:32][CH2:31][CH2:30][O:29]2)[N:4]=1)=O.C([N:36](CC)CC)C.Cl.NO.ClC(Cl)(Cl)C(Cl)=O. (2) The reactants are [ClH:1].O1CCOCC1.C(O)=O.[NH2:11][C:12]1[N:17]=[CH:16][N:15]=[C:14]2[N:18]([CH:29]([C:31]3[O:32][C:33](=[O:58])[C:34]4[C:39]([C:40]=3[C:41]3[CH2:46][CH2:45][N:44]([CH:47]5[CH2:50][N:49](C(OC(C)(C)C)=O)[CH2:48]5)[CH2:43][CH:42]=3)=[CH:38][CH:37]=[CH:36][CH:35]=4)[CH3:30])[N:19]=[C:20]([C:21]3[CH:26]=[C:25]([OH:27])[CH:24]=[C:23]([F:28])[CH:22]=3)[C:13]=12. The catalyst is O1CCOCC1CO.C(O)=O.O.CC#N. The product is [ClH:1].[ClH:1].[NH2:11][C:12]1[N:17]=[CH:16][N:15]=[C:14]2[N:18]([CH:29]([C:31]3[O:32][C:33](=[O:58])[C:34]4[C:39]([C:40]=3[C:41]3[CH2:46][CH2:45][N:44]([CH:47]5[CH2:50][NH:49][CH2:48]5)[CH2:43][CH:42]=3)=[CH:38][CH:37]=[CH:36][CH:35]=4)[CH3:30])[N:19]=[C:20]([C:21]3[CH:26]=[C:25]([OH:27])[CH:24]=[C:23]([F:28])[CH:22]=3)[C:13]=12. The yield is 0.910. (3) The reactants are [NH2:1][C:2]1[CH:7]=[CH:6][C:5]([CH2:8][CH2:9][CH2:10][C:11]([OH:13])=[O:12])=[CH:4][CH:3]=1.CO.Cl[CH2:17]Cl.C[Si](C=[N+]=[N-])(C)C. The catalyst is C1COCC1. The product is [NH2:1][C:2]1[CH:3]=[CH:4][C:5]([CH2:8][CH2:9][CH2:10][C:11]([O:13][CH3:17])=[O:12])=[CH:6][CH:7]=1. The yield is 0.280. (4) The reactants are Cl[C:2]1[C:3]([NH:9][C:10]([NH:12][C:13](=[O:20])[C:14]2[CH:19]=[CH:18][CH:17]=[CH:16][CH:15]=2)=[S:11])=[N:4][CH:5]=[C:6]([Cl:8])[CH:7]=1.C[O-].[Na+].O. The catalyst is CN1C(=O)CCC1. The product is [Cl:8][C:6]1[CH:7]=[C:2]2[S:11][C:10]([NH:12][C:13](=[O:20])[C:14]3[CH:19]=[CH:18][CH:17]=[CH:16][CH:15]=3)=[N:9][C:3]2=[N:4][CH:5]=1. The yield is 0.0785. (5) The reactants are [H-].[Na+].[Cl:3][C:4]1[CH:5]=[C:6]([S:10]([NH:13][CH2:14][C:15]2[C:24]3[C:19](=[CH:20][CH:21]=[CH:22][CH:23]=3)[CH:18]=[CH:17][CH:16]=2)(=[O:12])=[O:11])[S:7][C:8]=1[Cl:9].[CH3:25][O:26][C:27]1[CH:34]=[CH:33][C:30]([CH2:31]Br)=[CH:29][CH:28]=1. The catalyst is CN(C=O)C.CCCC[N+](CCCC)(CCCC)CCCC.[I-]. The product is [Cl:3][C:4]1[CH:5]=[C:6]([S:10]([N:13]([CH2:31][C:30]2[CH:33]=[CH:34][C:27]([O:26][CH3:25])=[CH:28][CH:29]=2)[CH2:14][C:15]2[C:24]3[C:19](=[CH:20][CH:21]=[CH:22][CH:23]=3)[CH:18]=[CH:17][CH:16]=2)(=[O:11])=[O:12])[S:7][C:8]=1[Cl:9]. The yield is 0.910. (6) The reactants are [NH2:1][C:2]1[CH:7]=[C:6]([C:8]2[CH:13]=[CH:12][C:11]([I:14])=[C:10]([F:15])[CH:9]=2)[N:5]=[C:4]([C:16]([O:18]C)=[O:17])[C:3]=1[Cl:20].[OH-].[Na+]. The catalyst is CO. The product is [NH2:1][C:2]1[CH:7]=[C:6]([C:8]2[CH:13]=[CH:12][C:11]([I:14])=[C:10]([F:15])[CH:9]=2)[N:5]=[C:4]([C:16]([OH:18])=[O:17])[C:3]=1[Cl:20]. The yield is 0.210. (7) The reactants are [NH:1]1[C:5]2=[N:6][CH:7]=[C:8]([C:10]3[CH:11]=[C:12]([CH:17]=[CH:18][CH:19]=3)[C:13]([O:15][CH3:16])=[O:14])[CH:9]=[C:4]2[CH:3]=[N:2]1.C1C(=O)N([I:27])C(=O)C1. The catalyst is ClC(Cl)C. The product is [I:27][C:3]1[C:4]2[C:5](=[N:6][CH:7]=[C:8]([C:10]3[CH:11]=[C:12]([CH:17]=[CH:18][CH:19]=3)[C:13]([O:15][CH3:16])=[O:14])[CH:9]=2)[NH:1][N:2]=1. The yield is 0.400.